Dataset: Reaction yield outcomes from USPTO patents with 853,638 reactions. Task: Predict the reaction yield, written as a fraction of the theoretical maximum amount of product (1.0 means a 100% yield; for example, 0.34 means a 34% yield). (1) The reactants are [N:1]1[CH:6]=[CH:5][CH:4]=[CH:3][C:2]=1[CH2:7][O:8][C:9]1[CH:14]=[CH:13][C:12]([CH2:15][CH2:16][CH:17]([CH2:22][CH2:23][CH2:24][C:25]2[CH:30]=[CH:29][CH:28]=[CH:27][CH:26]=2)[C:18]([O:20]C)=[O:19])=[CH:11][CH:10]=1. The catalyst is CCOCC. The product is [N:1]1[CH:6]=[CH:5][CH:4]=[CH:3][C:2]=1[CH2:7][O:8][C:9]1[CH:14]=[CH:13][C:12]([CH2:15][CH2:16][CH:17]([CH2:22][CH2:23][CH2:24][C:25]2[CH:30]=[CH:29][CH:28]=[CH:27][CH:26]=2)[C:18]([OH:20])=[O:19])=[CH:11][CH:10]=1. The yield is 0.760. (2) The reactants are [Li+].C[Si]([N-][Si](C)(C)C)(C)C.C1(C)C=CC=CC=1.Cl[C:19]1[C:24]([Cl:25])=[N:23][CH:22]=[CH:21][N:20]=1.[C:26]([O:29][CH2:30][CH3:31])(=[O:28])[CH3:27]. The catalyst is [Cl-].[NH4+]. The product is [Cl:25][C:24]1[C:19]([CH2:27][C:26]([O:29][CH2:30][CH3:31])=[O:28])=[N:20][CH:21]=[CH:22][N:23]=1. The yield is 0.310. (3) The reactants are CO.[N+:3]([CH2:6][CH2:7][C:8]1[CH:20]=[CH:19][C:11]([O:12][C:13]2[CH:18]=[CH:17][CH:16]=[CH:15][N:14]=2)=[CH:10][CH:9]=1)([O-])=[O:4].C[O-].[Li+].O1CCCC1.C(Cl)[Cl:30]. The catalyst is [Ti](Cl)(Cl)(Cl)Cl.C(OCC)(=O)C. The product is [C:6]([Cl:30])(=[N:3][OH:4])[CH3:7].[N:14]1[CH:15]=[CH:16][CH:17]=[CH:18][C:13]=1[O:12][C:11]1[CH:10]=[CH:9][CH:8]=[CH:20][CH:19]=1. The yield is 0.980. (4) The reactants are C1(C)C=CC=CC=1.[CH3:8][C:9]1[CH:10]=[C:11]([CH2:21][OH:22])[CH:12]=[C:13]([N+:18]([O-:20])=[O:19])[C:14]=1[N+:15]([O-:17])=[O:16]. The catalyst is C(Cl)(Cl)Cl.[O-2].[Mn+4].[O-2]. The product is [CH3:8][C:9]1[CH:10]=[C:11]([CH:12]=[C:13]([N+:18]([O-:20])=[O:19])[C:14]=1[N+:15]([O-:17])=[O:16])[CH:21]=[O:22]. The yield is 0.440. (5) The reactants are Br[C:2]1[CH:7]=[CH:6][C:5]([C:8]2[N:12]([CH2:13][C@@H:14]3[CH2:18][CH2:17][N:16]([C:19]([CH:21]4[CH2:23][CH2:22]4)=[O:20])[CH2:15]3)[C:11](=[O:24])[C:10]3([CH2:29][CH2:28][NH:27][CH2:26][CH2:25]3)[N:9]=2)=[CH:4][CH:3]=1.[CH3:30][N:31]1[C:39]2[C:34](=[CH:35][C:36](B3OC(C)(C)C(C)(C)O3)=[CH:37][CH:38]=2)[CH:33]=[N:32]1.C([O-])([O-])=O.[Na+].[Na+].C(#N)C. The catalyst is O.C1C=CC(P(C2C=CC=CC=2)C2C=CC=CC=2)=CC=1.C1C=CC(P(C2C=CC=CC=2)C2C=CC=CC=2)=CC=1.Cl[Pd]Cl. The product is [CH:21]1([C:19]([N:16]2[CH2:17][CH2:18][C@@H:14]([CH2:13][N:12]3[C:11](=[O:24])[C:10]4([CH2:29][CH2:28][NH:27][CH2:26][CH2:25]4)[N:9]=[C:8]3[C:5]3[CH:6]=[CH:7][C:2]([C:36]4[CH:35]=[C:34]5[C:39](=[CH:38][CH:37]=4)[N:31]([CH3:30])[N:32]=[CH:33]5)=[CH:3][CH:4]=3)[CH2:15]2)=[O:20])[CH2:23][CH2:22]1. The yield is 0.540. (6) The reactants are [Cl:1][C:2]1[C:11]2[C:6](=[CH:7][CH:8]=[C:9](I)[CH:10]=2)[N:5]=[CH:4][CH:3]=1.C(=O)([O-])[O-].[Na+].[Na+].[O:19]1[CH2:24][CH2:23][CH:22]([SH:25])[CH2:21][CH2:20]1. The catalyst is C1C=CC([P]([Pd]([P](C2C=CC=CC=2)(C2C=CC=CC=2)C2C=CC=CC=2)([P](C2C=CC=CC=2)(C2C=CC=CC=2)C2C=CC=CC=2)[P](C2C=CC=CC=2)(C2C=CC=CC=2)C2C=CC=CC=2)(C2C=CC=CC=2)C2C=CC=CC=2)=CC=1.O1CCOCC1. The product is [Cl:1][C:2]1[C:11]2[C:6](=[CH:7][CH:8]=[C:9]([S:25][CH:22]3[CH2:23][CH2:24][O:19][CH2:20][CH2:21]3)[CH:10]=2)[N:5]=[CH:4][CH:3]=1. The yield is 0.750. (7) The reactants are [CH:1]1([N:6]2[CH2:12][C:11]3([CH2:14][CH2:13]3)[C:10](=[O:15])[N:9]([CH3:16])[C:8]3[CH:17]=[N:18][C:19]([NH:21][C:22]4[CH:30]=[CH:29][C:25]([C:26](O)=[O:27])=[CH:24][C:23]=4[O:31][CH3:32])=[N:20][C:7]2=3)[CH2:5][CH2:4][CH2:3][CH2:2]1.CCN(C(C)C)C(C)C.CN(C(ON1N=NC2C=CC=CC1=2)=[N+](C)C)C.[B-](F)(F)(F)F.[NH2:64][N:65]1[CH2:70][CH2:69][N:68]([CH3:71])[CH2:67][CH2:66]1. The catalyst is CN(C=O)C. The product is [CH:1]1([N:6]2[CH2:12][C:11]3([CH2:13][CH2:14]3)[C:10](=[O:15])[N:9]([CH3:16])[C:8]3[CH:17]=[N:18][C:19]([NH:21][C:22]4[CH:30]=[CH:29][C:25]([C:26]([NH:64][N:65]5[CH2:70][CH2:69][N:68]([CH3:71])[CH2:67][CH2:66]5)=[O:27])=[CH:24][C:23]=4[O:31][CH3:32])=[N:20][C:7]2=3)[CH2:5][CH2:4][CH2:3][CH2:2]1. The yield is 0.300.